Dataset: Peptide-MHC class I binding affinity with 185,985 pairs from IEDB/IMGT. Task: Regression. Given a peptide amino acid sequence and an MHC pseudo amino acid sequence, predict their binding affinity value. This is MHC class I binding data. (1) The peptide sequence is KLVGLGLNAV. The MHC is HLA-A02:02 with pseudo-sequence HLA-A02:02. The binding affinity (normalized) is 0.756. (2) The MHC is HLA-A33:01 with pseudo-sequence HLA-A33:01. The peptide sequence is QLQLLMPLK. The binding affinity (normalized) is 0.283. (3) The peptide sequence is QYNLSHSFAV. The MHC is HLA-A23:01 with pseudo-sequence HLA-A23:01. The binding affinity (normalized) is 0.181. (4) The peptide sequence is SVETIVLMA. The MHC is Mamu-B03 with pseudo-sequence Mamu-B03. The binding affinity (normalized) is 0. (5) The peptide sequence is NSDPNTPDK. The MHC is HLA-A11:01 with pseudo-sequence HLA-A11:01. The binding affinity (normalized) is 0.109. (6) The MHC is HLA-A01:01 with pseudo-sequence HLA-A01:01. The binding affinity (normalized) is 0.213. The peptide sequence is GRNQFVDGL.